Dataset: Catalyst prediction with 721,799 reactions and 888 catalyst types from USPTO. Task: Predict which catalyst facilitates the given reaction. (1) Reactant: [CH3:1][O:2][C:3]1[CH:8]=[CH:7][C:6](/[CH:9]=[CH:10]/[C:11]2[CH:16]=[C:15]([O:17][C@@H]3O[C@H](CO)[C@@H](O)[C@H](O)[C@H]3O)[CH:14]=[C:13]([OH:29])[CH:12]=2)=[CH:5][CH:4]=1.C1(C)C=CC(S(O)(=O)=O)=CC=1. Product: [CH3:1][O:2][C:3]1[CH:4]=[CH:5][C:6](/[CH:9]=[CH:10]/[C:11]2[CH:16]=[C:15]([OH:17])[CH:14]=[C:13]([OH:29])[CH:12]=2)=[CH:7][CH:8]=1. The catalyst class is: 5. (2) Reactant: [F:1][C:2]1[CH:3]=[C:4]2[C:9](=[CH:10][CH:11]=1)[N:8]=[C:7]([CH3:12])[N:6]([C:13]1[C:14]([CH3:19])=[N:15][CH:16]=[CH:17][CH:18]=1)[C:5]2=[O:20].CO[CH:23](OC)[N:24]([CH3:26])[CH3:25]. Product: [F:1][C:2]1[CH:3]=[C:4]2[C:9](=[CH:10][CH:11]=1)[N:8]=[C:7]([CH:12]=[CH:23][N:24]([CH3:26])[CH3:25])[N:6]([C:13]1[C:14]([CH3:19])=[N:15][CH:16]=[CH:17][CH:18]=1)[C:5]2=[O:20]. The catalyst class is: 9.